This data is from Forward reaction prediction with 1.9M reactions from USPTO patents (1976-2016). The task is: Predict the product of the given reaction. (1) The product is: [C:34]([O:37][C:38]([NH:1][C@@H:2]1[C@@H:17]([C:18]2[CH:23]=[C:22]([F:24])[C:21]([F:25])=[CH:20][C:19]=2[F:26])[CH2:16][C:5]2[N:6]=[C:7]3[CH:12]=[C:11]([C:13]([OH:15])=[O:14])[CH:10]=[CH:9][N:8]3[C:4]=2[CH2:3]1)=[O:39])([CH3:36])([CH3:35])[CH3:33]. Given the reactants [NH2:1][C@@H:2]1[C@@H:17]([C:18]2[CH:23]=[C:22]([F:24])[C:21]([F:25])=[CH:20][C:19]=2[F:26])[CH2:16][C:5]2[N:6]=[C:7]3[CH:12]=[C:11]([C:13]([OH:15])=[O:14])[CH:10]=[CH:9][N:8]3[C:4]=2[CH2:3]1.C(=O)([O-])[O-].[K+].[K+].[CH3:33][C:34]([O:37][C:38](O[C:38]([O:37][C:34]([CH3:36])([CH3:35])[CH3:33])=[O:39])=[O:39])([CH3:36])[CH3:35], predict the reaction product. (2) Given the reactants [C:1]1([C@@H:7]([NH:9][CH:10]2[CH2:19][CH2:18][C:13]3([O:17][CH2:16][CH2:15][O:14]3)[CH2:12][CH2:11]2)[CH3:8])[CH:6]=[CH:5][CH:4]=[CH:3][CH:2]=1.N1C=CC=CC=1.[F:26][C:27]([F:38])([F:37])[C:28](O[C:28](=[O:29])[C:27]([F:38])([F:37])[F:26])=[O:29], predict the reaction product. The product is: [C:1]1([C@@H:7]([N:9]([CH:10]2[CH2:19][CH2:18][C:13]3([O:14][CH2:15][CH2:16][O:17]3)[CH2:12][CH2:11]2)[C:28](=[O:29])[C:27]([F:38])([F:37])[F:26])[CH3:8])[CH:6]=[CH:5][CH:4]=[CH:3][CH:2]=1. (3) Given the reactants O1CCOCC1.[Cl:7][C:8]1[CH:9]=[CH:10][C:11]([N:44]2[CH:48]=[N:47][N:46]=[N:45]2)=[C:12]([C:14]2[CH:22]=[C:21]3[N:17]([C@H:18]([C:23]4[NH:24][C:25]([C:28]5[CH:33]=[CH:32][CH:31]=[C:30]([B:34]6[O:38]C(C)(C)C(C)(C)[O:35]6)[CH:29]=5)=[CH:26][N:27]=4)[CH2:19][CH2:20]3)[C:16](=[O:43])[CH:15]=2)[CH:13]=1.Cl.C(=O)([O-])O.[Na+], predict the reaction product. The product is: [Cl:7][C:8]1[CH:9]=[CH:10][C:11]([N:44]2[CH:48]=[N:47][N:46]=[N:45]2)=[C:12]([C:14]2[CH:22]=[C:21]3[N:17]([C@H:18]([C:23]4[NH:24][C:25]([C:28]5[CH:29]=[C:30]([B:34]([OH:35])[OH:38])[CH:31]=[CH:32][CH:33]=5)=[CH:26][N:27]=4)[CH2:19][CH2:20]3)[C:16](=[O:43])[CH:15]=2)[CH:13]=1.